From a dataset of Full USPTO retrosynthesis dataset with 1.9M reactions from patents (1976-2016). Predict the reactants needed to synthesize the given product. Given the product [CH3:24][O:23][C:20]1[CH:21]=[CH:22][C:17]([N:16]2[C:10]3[C:9](=[O:29])[N:8]([C:5]4[CH:6]=[CH:7][C:2]([N:43]5[CH2:44][CH2:45][NH:40][CH2:41][C:42]5=[O:46])=[CH:3][CH:4]=4)[CH2:13][CH2:12][C:11]=3[C:14]([S:25]([CH3:28])(=[O:27])=[O:26])=[N:15]2)=[CH:18][CH:19]=1, predict the reactants needed to synthesize it. The reactants are: I[C:2]1[CH:7]=[CH:6][C:5]([N:8]2[CH2:13][CH2:12][C:11]3[C:14]([S:25]([CH3:28])(=[O:27])=[O:26])=[N:15][N:16]([C:17]4[CH:22]=[CH:21][C:20]([O:23][CH3:24])=[CH:19][CH:18]=4)[C:10]=3[C:9]2=[O:29])=[CH:4][CH:3]=1.C(OC([N:40]1[CH2:45][CH2:44][NH:43][C:42](=[O:46])[CH2:41]1)=O)C1C=CC=CC=1.C([O-])([O-])=O.[K+].[K+].CS(C)=O.